Dataset: Forward reaction prediction with 1.9M reactions from USPTO patents (1976-2016). Task: Predict the product of the given reaction. (1) Given the reactants C(OC([N:8]([CH2:16][CH2:17][CH2:18][N:19]1[C:23]([C:24]2[CH:29]=[CH:28][C:27]([F:30])=[CH:26][CH:25]=2)=[CH:22][S:21][C:20]1=[N:31][C:32]1[CH:37]=[CH:36][C:35]([Cl:38])=[CH:34][C:33]=1[O:39][CH3:40])[CH2:9][CH2:10][C:11](OCC)=[O:12])=O)(C)(C)C.Cl, predict the reaction product. The product is: [Cl:38][C:35]1[CH:36]=[CH:37][C:32]([N:31]=[C:20]2[N:19]([CH2:18][CH2:17][CH2:16][NH:8][CH2:9][CH2:10][CH2:11][OH:12])[C:23]([C:24]3[CH:25]=[CH:26][C:27]([F:30])=[CH:28][CH:29]=3)=[CH:22][S:21]2)=[C:33]([O:39][CH3:40])[CH:34]=1. (2) Given the reactants C(OC([NH:8][CH:9]1[CH2:14][CH2:13][N:12]([C:15]2[N:24]=[C:23]3[C:18]([C:19](=[O:32])[C:20]([C:29]([OH:31])=[O:30])=[CH:21][N:22]3CCC#N)=[CH:17][C:16]=2[F:33])[CH2:11][CH2:10]1)=O)(C)(C)C, predict the reaction product. The product is: [NH2:8][CH:9]1[CH2:14][CH2:13][N:12]([C:15]2[N:24]=[C:23]3[C:18]([C:19](=[O:32])[C:20]([C:29]([OH:31])=[O:30])=[CH:21][NH:22]3)=[CH:17][C:16]=2[F:33])[CH2:11][CH2:10]1. (3) Given the reactants [CH2:1]([O:3][C:4](=[O:18])[CH:5]([O:15][CH2:16][CH3:17])[CH2:6][C:7]1[CH:12]=[CH:11][C:10]([OH:13])=[CH:9][C:8]=1[CH3:14])[CH3:2].Cl[CH2:20][C:21]1[N:22]=[C:23]([C:26]2[CH:31]=[CH:30][CH:29]=[CH:28][CH:27]=2)[S:24][CH:25]=1.C(N)(=S)C1C=CC=CC=1.ClCC(CCl)=O.C(=O)([O-])[O-].[Cs+].[Cs+].[I-].[K+], predict the reaction product. The product is: [CH2:1]([O:3][C:4](=[O:18])[CH:5]([O:15][CH2:16][CH3:17])[CH2:6][C:7]1[CH:12]=[CH:11][C:10]([O:13][CH2:20][C:21]2[N:22]=[C:23]([C:26]3[CH:27]=[CH:28][CH:29]=[CH:30][CH:31]=3)[S:24][CH:25]=2)=[CH:9][C:8]=1[CH3:14])[CH3:2]. (4) The product is: [S:16]([NH:19][N:20]=[CH:5][C:4]1[CH:3]=[CH:2][CH:9]=[CH:8][C:6]=1[C:5]1[CH:8]=[CH:9][C:2]([F:1])=[CH:3][CH:4]=1)([C:13]1[CH:12]=[CH:11][C:10]([CH3:21])=[CH:15][CH:14]=1)(=[O:17])=[O:18]. Given the reactants [F:1][C:2]1[CH:9]=[CH:8][C:5]([CH:6]=O)=[CH:4][CH:3]=1.[C:10]1([CH3:21])[CH:15]=[CH:14][C:13]([S:16]([NH:19][NH2:20])(=[O:18])=[O:17])=[CH:12][CH:11]=1, predict the reaction product.